From a dataset of Kir2.1 potassium channel HTS with 301,493 compounds. Binary Classification. Given a drug SMILES string, predict its activity (active/inactive) in a high-throughput screening assay against a specified biological target. (1) The molecule is Clc1cc(NC(=O)CSCC(=O)Nc2cc(ccc2)C)c(N2CCOCC2)cc1. The result is 0 (inactive). (2) The drug is O=C1N(C(=O)C2C1CCCC2)c1cc([N+]([O-])=O)c(NCCOC)cc1. The result is 0 (inactive). (3) The molecule is S(CCC(=O)N1C(CCCC1C(O)=O)C)C. The result is 0 (inactive). (4) The molecule is O=c1n(nc(n1c1ccc(OC)cc1)C)CC1CC1. The result is 0 (inactive). (5) The molecule is Fc1ccc(COc2cc(/C=N\NC(=O)c3nnn(c3CCC)c3nonc3N)ccc2)cc1. The result is 0 (inactive).